From a dataset of Reaction yield outcomes from USPTO patents with 853,638 reactions. Predict the reaction yield, written as a fraction of the theoretical maximum amount of product (1.0 means a 100% yield; for example, 0.34 means a 34% yield). (1) The reactants are [C:1]([C:5]1[CH:9]=[C:8]([NH2:10])[N:7]([CH3:11])[N:6]=1)([CH3:4])([CH3:3])[CH3:2].C([O-])([O-])=O.[K+].[K+].Cl[C:19]([O:21][C:22]1[CH:27]=[CH:26][CH:25]=[CH:24][CH:23]=1)=[O:20]. The catalyst is C1COCC1. The product is [C:1]([C:5]1[CH:9]=[C:8]([NH:10][C:19](=[O:20])[O:21][C:22]2[CH:27]=[CH:26][CH:25]=[CH:24][CH:23]=2)[N:7]([CH3:11])[N:6]=1)([CH3:4])([CH3:2])[CH3:3]. The yield is 0.310. (2) The reactants are C(OC([N:8]([C@H:13]1[C:22]2[C:17](=[C:18]([C:23]3[S:24][C:25]([C:28]4[CH:33]=[CH:32][C:31]([O:34][CH:35]([CH3:37])[CH3:36])=[C:30]([C:38]#[N:39])[CH:29]=4)=[N:26][N:27]=3)[CH:19]=[CH:20][CH:21]=2)[CH2:16][CH2:15][CH2:14]1)[CH2:9][C:10]([OH:12])=[O:11])=O)(C)(C)C. The catalyst is O1CCOCC1. The yield is 0.770. The product is [C:38]([C:30]1[CH:29]=[C:28]([C:25]2[S:24][C:23]([C:18]3[CH:19]=[CH:20][CH:21]=[C:22]4[C:17]=3[CH2:16][CH2:15][CH2:14][C@H:13]4[NH:8][CH2:9][C:10]([OH:12])=[O:11])=[N:27][N:26]=2)[CH:33]=[CH:32][C:31]=1[O:34][CH:35]([CH3:37])[CH3:36])#[N:39]. (3) The reactants are [S:1]1[CH:5]=[CH:4][N:3]=[C:2]1[C:6]1[S:14][C:13]2[C:8](=[N:9][CH:10]=C[C:12]=2[O:15][C:16]2[CH:21]=[CH:20][C:19]([NH:22]C(NC(=O)CC3C=CC=CC=3)=S)=[CH:18][C:17]=2[F:35])[CH:7]=1.CCCCCCCCCCCC[NH2:48]. No catalyst specified. The product is [F:35][C:17]1[CH:18]=[C:19]([NH2:22])[CH:20]=[CH:21][C:16]=1[O:15][C:12]1[C:13]2[S:14][C:6]([C:2]3[S:1][CH:5]=[CH:4][N:3]=3)=[CH:7][C:8]=2[N:9]=[CH:10][N:48]=1. The yield is 0.0700. (4) The reactants are [CH3:1][C@@H:2]1[CH2:6][N:5]([C:7]([O:9][C:10]([CH3:13])([CH3:12])[CH3:11])=[O:8])[C@H:4]([C:14]2[NH:18][C:17]3[C:19]4[C:24]([CH:25]=[CH:26][C:16]=3[N:15]=2)=[CH:23][C:22]2[C:27]3[C:32]([CH2:33][O:34][C:21]=2[CH:20]=4)=[CH:31][C:30](B2OC(C)(C)C(C)(C)O2)=[CH:29][CH:28]=3)[CH2:3]1.I[C:45]1[NH:49][C:48]([C@@H:50]2[CH2:54][C@H:53]([CH3:55])[CH2:52][N:51]2[C:56](=[O:66])[C@@H:57]([NH:61][C:62](=[O:65])[O:63][CH3:64])[CH:58]([CH3:60])[CH3:59])=[N:47][CH:46]=1.C([O-])([O-])=O.[K+].[K+]. The catalyst is CS(C)=O.O1CCOCC1.C1C=CC([P]([Pd]([P](C2C=CC=CC=2)(C2C=CC=CC=2)C2C=CC=CC=2)([P](C2C=CC=CC=2)(C2C=CC=CC=2)C2C=CC=CC=2)[P](C2C=CC=CC=2)(C2C=CC=CC=2)C2C=CC=CC=2)(C2C=CC=CC=2)C2C=CC=CC=2)=CC=1.C1C=CC(P(C2C=CC=CC=2)[C-]2C=CC=C2)=CC=1.C1C=CC(P(C2C=CC=CC=2)[C-]2C=CC=C2)=CC=1.Cl[Pd]Cl.[Fe+2]. The product is [CH3:64][O:63][C:62]([NH:61][C@H:57]([C:56]([N:51]1[CH2:52][C@@H:53]([CH3:55])[CH2:54][C@H:50]1[C:48]1[NH:49][C:45]([C:30]2[CH:31]=[C:32]3[CH2:33][O:34][C:21]4[CH:20]=[C:19]5[C:24]([CH:25]=[CH:26][C:16]6[N:15]=[C:14]([C@@H:4]7[CH2:3][C@H:2]([CH3:1])[CH2:6][N:5]7[C:7]([O:9][C:10]([CH3:12])([CH3:11])[CH3:13])=[O:8])[NH:18][C:17]=65)=[CH:23][C:22]=4[C:27]3=[CH:28][CH:29]=2)=[CH:46][N:47]=1)=[O:66])[CH:58]([CH3:60])[CH3:59])=[O:65]. The yield is 0.350. (5) The yield is 0.410. The product is [C:1]([C:5]1[CH:41]=[CH:40][C:8]([C:9]([NH:11][C:12]2[CH:17]=[CH:16][CH:15]=[C:14]([C:18]3[CH:23]=[C:22]([NH:24][C:25]4[N:26]=[N:27][C:28]([N:31]5[CH2:36][CH2:35][O:34][CH2:33][CH2:32]5)=[CH:29][CH:30]=4)[C:21](=[O:37])[NH:20][CH:19]=3)[C:13]=2[CH3:39])=[O:10])=[CH:7][CH:6]=1)([CH3:4])([CH3:2])[CH3:3]. The catalyst is O. The reactants are [C:1]([C:5]1[CH:41]=[CH:40][C:8]([C:9]([NH:11][C:12]2[CH:17]=[CH:16][CH:15]=[C:14]([C:18]3[CH:19]=[N:20][C:21]([O:37]C)=[C:22]([NH:24][C:25]4[N:26]=[N:27][C:28]([N:31]5[CH2:36][CH2:35][O:34][CH2:33][CH2:32]5)=[CH:29][CH:30]=4)[CH:23]=3)[C:13]=2[CH3:39])=[O:10])=[CH:7][CH:6]=1)([CH3:4])([CH3:3])[CH3:2].O1CCOCC1.Cl.[OH-].[Na+].